From a dataset of Catalyst prediction with 721,799 reactions and 888 catalyst types from USPTO. Predict which catalyst facilitates the given reaction. (1) Reactant: [CH3:1][N:2]1[CH2:7][CH2:6][N:5]([C:8]2[C:9]([C:22]3[CH:27]=[CH:26][CH:25]=[CH:24][CH:23]=3)=[N:10][C:11]3[C:16]([N:17]=2)=[CH:15][C:14]([C:18]([O:20]C)=[O:19])=[CH:13][CH:12]=3)[CH2:4][CH2:3]1.[OH-].[Na+]. Product: [CH3:1][N:2]1[CH2:3][CH2:4][N:5]([C:8]2[C:9]([C:22]3[CH:27]=[CH:26][CH:25]=[CH:24][CH:23]=3)=[N:10][C:11]3[C:16]([N:17]=2)=[CH:15][C:14]([C:18]([OH:20])=[O:19])=[CH:13][CH:12]=3)[CH2:6][CH2:7]1. The catalyst class is: 87. (2) Reactant: [CH3:1][O:2][C:3](=[O:18])[C:4]1[CH:9]=[C:8](F)[C:7]([C:11]([F:14])([F:13])[F:12])=[CH:6][C:5]=1[N+:15]([O-:17])=[O:16].[CH3:19][O:20][CH2:21][C:22]1[CH:27]=[CH:26][C:25]([C:28]2[N:29]=[CH:30][NH:31][CH:32]=2)=[CH:24][CH:23]=1.C(OCC)(=O)C.O. The catalyst class is: 7. Product: [CH3:1][O:2][C:3](=[O:18])[C:4]1[CH:9]=[C:8]([N:31]2[CH:32]=[C:28]([C:25]3[CH:24]=[CH:23][C:22]([CH2:21][O:20][CH3:19])=[CH:27][CH:26]=3)[N:29]=[CH:30]2)[C:7]([C:11]([F:14])([F:13])[F:12])=[CH:6][C:5]=1[N+:15]([O-:17])=[O:16]. (3) Reactant: [CH2:1]([N:8]([CH2:25][CH:26](OCC)OCC)[C:9]([CH:11]([NH2:24])[CH2:12][C:13]1[CH:18]=[CH:17][C:16]([O:19]C(C)(C)C)=[CH:15][CH:14]=1)=[O:10])[C:2]1[CH:7]=[CH:6][CH:5]=[CH:4][CH:3]=1.[CH2:33]([NH:40][C:41](=[O:51])[NH:42][CH:43]([CH2:48]C=C)[CH2:44][C:45](O)=[O:46])[C:34]1[CH:39]=[CH:38][CH:37]=[CH:36][CH:35]=1. Product: [CH2:33]([NH:40][C:41]([N:42]1[CH:43]([CH3:48])[CH2:44][C:45](=[O:46])[N:24]2[CH:11]([CH2:12][C:13]3[CH:14]=[CH:15][C:16]([OH:19])=[CH:17][CH:18]=3)[C:9](=[O:10])[N:8]([CH2:1][C:2]3[CH:3]=[CH:4][CH:5]=[CH:6][CH:7]=3)[CH2:25][CH:26]12)=[O:51])[C:34]1[CH:39]=[CH:38][CH:37]=[CH:36][CH:35]=1. The catalyst class is: 106. (4) Reactant: C(OC([NH:8][C@H:9]([C:30]([O:32][CH3:33])=[O:31])[CH2:10][C:11]1[CH:16]=[CH:15][C:14]([N:17]2[C:22](=[O:23])[C:21]3[CH:24]=[CH:25][N:26]=[CH:27][C:20]=3[N:19]([CH3:28])[C:18]2=[O:29])=[CH:13][CH:12]=1)=O)(C)(C)C. The catalyst class is: 601. Product: [CH3:28][N:19]1[C:20]2[CH:27]=[N:26][CH:25]=[CH:24][C:21]=2[C:22](=[O:23])[N:17]([C:14]2[CH:13]=[CH:12][C:11]([CH2:10][C@@H:9]([C:30]([O:32][CH3:33])=[O:31])[NH2:8])=[CH:16][CH:15]=2)[C:18]1=[O:29].